This data is from Experimentally validated miRNA-target interactions with 360,000+ pairs, plus equal number of negative samples. The task is: Binary Classification. Given a miRNA mature sequence and a target amino acid sequence, predict their likelihood of interaction. (1) The miRNA is hsa-miR-1199-3p with sequence UGCGGCCGGUGCUCAACCUGC. The protein sequence of the target gene is MGAGNFLTALEVPVAALAGAASDRRASCERVSPPPPLPHFRLPPLPRSRLPGPVSRPEPGAPLLGCWLQWGAPSPGPLCLLFRLCSCTCFAPLPAGADMDPNPRAALERQQLRLRERQKFFEDILQPETEFVFPLSHLHLESQRPPIGSISSMEVNVDTLEQVELIDLGDPDAADVFLPCEDPPPTPQSSGMDNHLEELSLPVPTSDRTTSRTSSSSSSDSSTNLHSPNPSDDGADTPLAQSDEEEERGDGGAEPGACS. Result: 0 (no interaction). (2) The miRNA is dme-miR-6-3p with sequence UAUCACAGUGGCUGUUCUUUUU. Result: 0 (no interaction). The protein sequence of the target gene is MLALLCSCLLLAAGASDAWTGEDSAEPNSDSAEWIRDMYAKVTEIWQEVMQRRDDDGALHAACQVQPSATLDAAQPRVTGVVLFRQLAPRAKLDAFFALEGFPTEPNSSSRAIHVHQFGDLSQGCESTGPHYNPLAVPHPQHPGDFGNFAVRDGSLWRYRAGLAASLAGPHSIVGRAVVVHAGEDDLGRGGNQASVENGNAGRRLACCVVGVCGPGLWERQAREHSERKKRRRESECKAA. (3) The protein sequence of the target gene is MRALEGPGLSLLCLVLALPALLPVPAVRGVAETPTYPWRDAETGERLVCAQCPPGTFVQRPCRRDSPTTCGPCPPRHYTQFWNYLERCRYCNVLCGEREEEARACHATHNRACRCRTGFFAHAGFCLEHASCPPGAGVIAPGTPSQNTQCQPCPPGTFSASSSSSEQCQPHRNCTALGLALNVPGSSSHDTLCTSCTGFPLSTRVPGAEECERAVIDFVAFQDISIKRLQRLLQALEAPEGWGPTPRAGRAALQLKLRRRLTELLGAQDGALLVRLLQALRVARMPGLERSVRERFLPVH.... The miRNA is hsa-miR-1321 with sequence CAGGGAGGUGAAUGUGAU. Result: 0 (no interaction). (4) The miRNA is hsa-miR-939-3p with sequence CCCUGGGCCUCUGCUCCCCAG. The protein sequence of the target gene is MPFNGEKQCVGEDQPSDSDSSRFSESMASLSDYECSRQSFASDSSSKSSSPASTSPPRVVTFDEVMATARNLSNLTLAHEIAVNENFQLKQEALPEKSLAGRVKHIVHQAFWDVLDSELNADPPEFEHAIKLFEEIREILLSFLTPGGNRLRNQICEVLDTDLIRQQAEHSAVDIQGLANYVISTMGKLCAPVRDNDIRELKATGNIVEVLRQIFHVLDLMQMDMANFTIMSLRPHLQRQLVEYERTKFQEILEETPSALDQTTEWIKESVNEELFSLSESALTPGAENTSKPSLSPTLV.... Result: 0 (no interaction). (5) The miRNA is cel-miR-58b-3p with sequence AGAGAUCAACCAUUGAGAUCCAA. The protein sequence of the target gene is MTEGDDQLISIRKQLENLNNATDDINSYEMKLETVKKQFCETQLMFNKEMLGIPKKLAKHISKSRQFFDLKSRESEIRRCVQQAAAQFERQKTSVEMAREQVQILHNSLNNNQELDAEKQYVDVIEQQLELVKEAEGECLKAEKCHASRVRDLLQLEMALRKCLEENGSAIKKSRPYYERKEVLTRTMNSQLELMSILEHEVQERKDSYSDSMRALEQISDQIHQERSSQSSLAPSSDAESDSS. Result: 1 (interaction). (6) The miRNA is hsa-miR-3660 with sequence ACUGACAGGAGAGCAUUUUGA. The protein sequence of the target gene is MVRWPGLRPCLSAILNPAGASNMAAAEVPGYLVSPQTEKHRRARNWTDAEMRGLMLVWEEFFDELKQTKRNAKVYEKMASKLFEMTGERRLGEEIKIKITNMTFQYRKLKCMTDSESIPPDWPYYLAIDRILAKVPESCEGKLPDGQQPGPSTSQTEASLSPSAKSTPLYLPYTQCSYEGHFEDDRSDSSSSLLSLKFRSEERPVKKRKMRSCHLQKKKLRLLEAMLEEQRRLSRAMEETCREVRRVLDQQNILQVQSLQLQERMMSLLEKIIAKSNV. Result: 0 (no interaction). (7) The miRNA is gga-let-7i with sequence UGAGGUAGUAGUUUGUGCUGU. The protein sequence of the target gene is MSDEFSLADALPEQSSAKPPAVTNTKAGHSSQGWPGSSPWSNPSAPPAMPSGLPPSSAAPSTVPFGPVPTGMYPSMPPTGPPPGPPGPFPPPGPSCPPPGVPYPAPAVPGPGPTGPYATPNMPMPELPRPYGAPTDPAAAGSLGPWGPMSSGPWAPGIAGQHPNMPYRSPGPYPTVPPPVSGAPPVPWGTVPPGAWGPAAPYPGPAGSYPTPAPHPALNNPYQVPSGPAGAPPMPGGPHSYH. Result: 0 (no interaction).